From a dataset of Full USPTO retrosynthesis dataset with 1.9M reactions from patents (1976-2016). Predict the reactants needed to synthesize the given product. (1) Given the product [CH3:1][C:2]1([CH3:15])[C:8]2[C:7](=[CH:12][CH:11]=[C:10]([O:13][CH3:14])[CH:9]=2)[NH:6][C:4](=[O:5])[CH2:3]1, predict the reactants needed to synthesize it. The reactants are: [CH3:1][C:2]([CH3:15])=[CH:3][C:4]([NH:6][C:7]1[CH:12]=[CH:11][C:10]([O:13][CH3:14])=[CH:9][CH:8]=1)=[O:5].[Cl-].[Cl-].[Cl-].[Al+3]. (2) The reactants are: [Cl:1][C:2]1[C:3]([C:10]([NH2:12])=[O:11])=[N:4][C:5](SC)=[N:6][CH:7]=1.[S:13]([O-:18])(O[O-])(=O)=[O:14].[K+].[K+].[C:21](O)(=O)C.CO. Given the product [Cl:1][C:2]1[C:3]([C:10]([NH2:12])=[O:11])=[N:4][C:5]([S:13]([CH3:21])(=[O:18])=[O:14])=[N:6][CH:7]=1, predict the reactants needed to synthesize it.